This data is from Full USPTO retrosynthesis dataset with 1.9M reactions from patents (1976-2016). The task is: Predict the reactants needed to synthesize the given product. (1) Given the product [CH3:27][C:25]1[C:10]([C:11]#[N:12])=[C:2]2[N:3]([C:20](=[O:21])[C:19]=1[C:13]1[CH:18]=[CH:17][CH:16]=[CH:15][CH:14]=1)[C:4]1[CH:9]=[CH:8][CH:7]=[CH:6][C:5]=1[NH:1]2, predict the reactants needed to synthesize it. The reactants are: [N:1]1[C:5]2[CH:6]=[CH:7][CH:8]=[CH:9][C:4]=2[NH:3][C:2]=1[CH2:10][C:11]#[N:12].[C:13]1([CH:19]([C:25]([CH3:27])=O)[C:20](OCC)=[O:21])[CH:18]=[CH:17][CH:16]=[CH:15][CH:14]=1.C([O-])(=O)C.[NH4+]. (2) Given the product [S:27]1[C:5]2[CH2:4][CH2:3][N:2]([CH2:11][CH2:12][CH2:13][CH2:14][O:15][C:16]3[N:25]=[C:24]4[C:19]([CH2:20][CH2:21][C:22](=[O:26])[NH:23]4)=[CH:18][CH:17]=3)[CH2:1][C:10]=2[CH:9]=[CH:8]1, predict the reactants needed to synthesize it. The reactants are: [CH2:1]1[C:10]2[C:5](=CC=[CH:8][CH:9]=2)[CH2:4][CH2:3][N:2]1[CH2:11][CH2:12][CH2:13][CH2:14][O:15][C:16]1[N:25]=[C:24]2[C:19]([CH2:20][CH2:21][C:22](=[O:26])[NH:23]2)=[CH:18][CH:17]=1.[S:27]1C2CCNCC=2C=C1. (3) Given the product [Na+:21].[C:16]([C:13]1[CH:14]=[CH:15][C:10]([C:7]2[CH:8]=[CH:9][C:4]([C:3]([O-:19])=[O:2])=[CH:5][CH:6]=2)=[N:11][CH:12]=1)(=[O:18])[CH3:17], predict the reactants needed to synthesize it. The reactants are: C[O:2][C:3](=[O:19])[C:4]1[CH:9]=[CH:8][C:7]([C:10]2[CH:15]=[CH:14][C:13]([C:16](=[O:18])[CH3:17])=[CH:12][N:11]=2)=[CH:6][CH:5]=1.[OH-].[Na+:21]. (4) Given the product [OH:20][C:21]1[CH:28]=[CH:27][C:24]([CH:25]=[N:1][C:2]2[NH:6][N:5]=[C:4]([NH:7][C:8]3[CH:9]=[CH:10][C:11]([CH:14]([CH3:16])[CH3:15])=[CH:12][CH:13]=3)[C:3]=2[C:17]([NH2:19])=[O:18])=[CH:23][CH:22]=1, predict the reactants needed to synthesize it. The reactants are: [NH2:1][C:2]1[NH:6][N:5]=[C:4]([NH:7][C:8]2[CH:13]=[CH:12][C:11]([CH:14]([CH3:16])[CH3:15])=[CH:10][CH:9]=2)[C:3]=1[C:17]([NH2:19])=[O:18].[OH:20][C:21]1[CH:28]=[CH:27][C:24]([CH:25]=O)=[CH:23][CH:22]=1.N1CCCCC1. (5) Given the product [C:33]([C:30]1[CH:31]=[CH:32][C:27]([C:24]2[CH:23]=[CH:22][C:21]([C@H:10]3[C@H:11]([NH:14][S:15]([CH:18]([CH3:20])[CH3:19])(=[O:17])=[O:16])[CH2:12][CH2:13][NH:8][CH2:9]3)=[CH:26][CH:25]=2)=[CH:28][CH:29]=1)#[N:34], predict the reactants needed to synthesize it. The reactants are: C(OC([N:8]1[CH2:13][CH2:12][C@@H:11]([NH:14][S:15]([CH:18]([CH3:20])[CH3:19])(=[O:17])=[O:16])[C@H:10]([C:21]2[CH:26]=[CH:25][C:24]([C:27]3[CH:32]=[CH:31][C:30]([C:33]#[N:34])=[CH:29][CH:28]=3)=[CH:23][CH:22]=2)[CH2:9]1)=O)(C)(C)C.C(O)(C(F)(F)F)=O. (6) Given the product [Cl:1][C:2]1[C:7]2[N:8]=[C:9]([NH:11][NH2:13])[S:10][C:6]=2[CH:5]=[CH:4][CH:3]=1, predict the reactants needed to synthesize it. The reactants are: [Cl:1][C:2]1[C:7]2[N:8]=[C:9]([NH2:11])[S:10][C:6]=2[CH:5]=[CH:4][CH:3]=1.O.[NH2:13]N.Cl.O. (7) Given the product [C:17]([O:16][C:14]([N:11]1[CH2:12][CH2:13][CH:8]2[C:5]3[CH:6]=[CH:7][C:2]([NH:33][CH3:32])=[CH:3][C:4]=3[O:21][CH:9]2[CH2:10]1)=[O:15])([CH3:20])([CH3:19])[CH3:18], predict the reactants needed to synthesize it. The reactants are: I[C:2]1[CH:7]=[CH:6][C:5]2[CH:8]3[CH2:13][CH2:12][N:11]([C:14]([O:16][C:17]([CH3:20])([CH3:19])[CH3:18])=[O:15])[CH2:10][CH:9]3[O:21][C:4]=2[CH:3]=1.CC1C=CC2C=CC3C=C[C:32](C)=[N:33]C=3C=2N=1.CN. (8) Given the product [Cl:1][C:2]1[NH:3][C:4]2[C:9]([N:10]=1)=[C:8]([C:11]1[CH:16]=[CH:15][C:14]([CH3:17])=[CH:13][C:12]=1[CH3:18])[N:7]=[C:6]([S:19][CH3:20])[N:5]=2, predict the reactants needed to synthesize it. The reactants are: [Cl:1][C:2]1[N:3](C2CCCCO2)[C:4]2[C:9]([N:10]=1)=[C:8]([C:11]1[CH:16]=[CH:15][C:14]([CH3:17])=[CH:13][C:12]=1[CH3:18])[N:7]=[C:6]([S:19][CH3:20])[N:5]=2.